This data is from Forward reaction prediction with 1.9M reactions from USPTO patents (1976-2016). The task is: Predict the product of the given reaction. (1) Given the reactants [C:1]([Br:5])(Br)(Br)Br.C1(P(C2C=CC=CC=2)C2C=CC=CC=2)C=CC=CC=1.[CH2:25]([N:32]1[C:36]([C:37]2[CH:42]=[CH:41][CH:40]=[CH:39][CH:38]=2)=[CH:35][C:34](CO)=[N:33]1)[C:26]1[CH:31]=[CH:30][CH:29]=[CH:28][CH:27]=1, predict the reaction product. The product is: [CH2:25]([N:32]1[C:36]([C:37]2[CH:42]=[CH:41][CH:40]=[CH:39][CH:38]=2)=[CH:35][C:34]([CH2:1][Br:5])=[N:33]1)[C:26]1[CH:27]=[CH:28][CH:29]=[CH:30][CH:31]=1. (2) Given the reactants [C:1]1(=O)[CH2:4][CH2:3][CH2:2]1.[NH:6]([C:8]([O:10][C:11]([CH3:14])([CH3:13])[CH3:12])=[O:9])[NH2:7], predict the reaction product. The product is: [C:1]1(=[N:7][NH:6][C:8]([O:10][C:11]([CH3:14])([CH3:13])[CH3:12])=[O:9])[CH2:4][CH2:3][CH2:2]1. (3) Given the reactants [C:1]([NH:4][C:5]1[CH:6]=[C:7](B(O)O)[CH:8]=[CH:9][CH:10]=1)(=[O:3])[CH3:2].Cl[C:15]1[N:20]=[C:19]([NH2:21])[N:18]=[C:17]([NH:22][CH3:23])[CH:16]=1, predict the reaction product. The product is: [NH2:21][C:19]1[N:20]=[C:15]([C:7]2[CH:6]=[C:5]([NH:4][C:1](=[O:3])[CH3:2])[CH:10]=[CH:9][CH:8]=2)[CH:16]=[C:17]([NH:22][CH3:23])[N:18]=1. (4) The product is: [F:1][C:2]1[C:3]([CH3:17])=[CH:4][C:5]([CH2:9][CH:10]([CH3:16])[C:11]([O:13][CH2:14][CH3:15])=[O:12])=[CH:6][C:7]=1[CH3:8]. Given the reactants [F:1][C:2]1[C:7]([CH3:8])=[CH:6][C:5]([CH:9]=[C:10]([CH3:16])[C:11]([O:13][CH2:14][CH3:15])=[O:12])=[CH:4][C:3]=1[CH3:17], predict the reaction product. (5) Given the reactants Br[C:2]1[CH:14]=[N:13][C:5]2[NH:6][C:7]3[CH2:8][CH2:9][CH2:10][CH2:11][C:12]=3[C:4]=2[N:3]=1.CC1(C)C(C)(C)OB([C:23]2[CH:28]=[CH:27][C:26]([CH2:29][C:30]([NH:32][C:33]3[CH:37]=[C:36]([C:38]4([C:41]([F:44])([F:43])[F:42])[CH2:40][CH2:39]4)[O:35][N:34]=3)=[O:31])=[CH:25][CH:24]=2)O1.C([O-])([O-])=O.[Na+].[Na+].CC#N, predict the reaction product. The product is: [N:3]1[C:4]2[C:12]3[CH2:11][CH2:10][CH2:9][CH2:8][C:7]=3[NH:6][C:5]=2[N:13]=[CH:14][C:2]=1[C:23]1[CH:24]=[CH:25][C:26]([CH2:29][C:30]([NH:32][C:33]2[CH:37]=[C:36]([C:38]3([C:41]([F:44])([F:42])[F:43])[CH2:39][CH2:40]3)[O:35][N:34]=2)=[O:31])=[CH:27][CH:28]=1. (6) Given the reactants [C:1]12([CH2:11][O:12][C:13]3[C:20](Br)=[CH:19][C:16]([C:17]#[N:18])=[C:15]([F:22])[CH:14]=3)[CH2:10][CH:5]3[CH2:6][CH:7]([CH2:9][CH:3]([CH2:4]3)[CH2:2]1)[CH2:8]2.[CH:23]1(B(O)O)[CH2:25][CH2:24]1.P([O-])([O-])([O-])=O.[K+].[K+].[K+].F[B-](F)(F)F.C1(P(C2CCCCC2)C2CCCCC2)CCCCC1, predict the reaction product. The product is: [C:1]12([CH2:11][O:12][C:13]3[C:20]([CH:23]4[CH2:25][CH2:24]4)=[CH:19][C:16]([C:17]#[N:18])=[C:15]([F:22])[CH:14]=3)[CH2:10][CH:5]3[CH2:6][CH:7]([CH2:9][CH:3]([CH2:4]3)[CH2:2]1)[CH2:8]2. (7) Given the reactants [F:1][C:2]1[CH:7]=[CH:6][C:5]([C:8]([CH3:16])([O:10][CH2:11][C@@H:12]([OH:15])[CH2:13][OH:14])[CH3:9])=[CH:4][CH:3]=1.N1C=CN=C1.[C:22]([Si:26](Cl)([CH3:28])[CH3:27])([CH3:25])([CH3:24])[CH3:23].O, predict the reaction product. The product is: [C:22]([Si:26]([CH3:28])([CH3:27])[O:14][CH2:13][C@H:12]([OH:15])[CH2:11][O:10][C:8]([C:5]1[CH:4]=[CH:3][C:2]([F:1])=[CH:7][CH:6]=1)([CH3:16])[CH3:9])([CH3:25])([CH3:24])[CH3:23]. (8) The product is: [Br:1][C:2]1[S:3][C:4]([S:8]([NH2:12])(=[O:10])=[O:9])=[C:5]([Br:7])[N:6]=1. Given the reactants [Br:1][C:2]1[S:3][C:4]([S:8](Cl)(=[O:10])=[O:9])=[C:5]([Br:7])[N:6]=1.[NH4+:12].[OH-], predict the reaction product. (9) Given the reactants [N:1]([CH2:4][C:5]1[CH:10]=[CH:9][C:8]([CH2:11][CH2:12][C:13]2[N:14]=[C:15]([NH:18][C:19](=[O:21])[CH3:20])[S:16][CH:17]=2)=[CH:7][C:6]=1[F:22])=[N+]=[N-].CO, predict the reaction product. The product is: [NH2:1][CH2:4][C:5]1[CH:10]=[CH:9][C:8]([CH2:11][CH2:12][C:13]2[N:14]=[C:15]([NH:18][C:19](=[O:21])[CH3:20])[S:16][CH:17]=2)=[CH:7][C:6]=1[F:22].